Dataset: Reaction yield outcomes from USPTO patents with 853,638 reactions. Task: Predict the reaction yield, written as a fraction of the theoretical maximum amount of product (1.0 means a 100% yield; for example, 0.34 means a 34% yield). (1) The reactants are [N:1]1([C:6]2[CH:11]=[CH:10][C:9]([C:12](O)([CH2:14][CH:15]([C:20]3[CH:25]=[C:24]([Cl:26])[CH:23]=[C:22]([Cl:27])[CH:21]=3)[C:16]([F:19])([F:18])[F:17])[CH3:13])=[CH:8][CH:7]=2)[CH:5]=[N:4][CH:3]=[N:2]1.C1(C)C=CC(S(O)(=O)=O)=CC=1. The catalyst is C1(C)C=CC=CC=1. The product is [Cl:26][C:24]1[CH:25]=[C:20]([CH:15]([C:16]([F:17])([F:19])[F:18])/[CH:14]=[C:12](/[C:9]2[CH:10]=[CH:11][C:6]([N:1]3[CH:5]=[N:4][CH:3]=[N:2]3)=[CH:7][CH:8]=2)\[CH3:13])[CH:21]=[C:22]([Cl:27])[CH:23]=1. The yield is 0.310. (2) The reactants are C1C=CC2N(O)N=NC=2C=1.O.C(N(CC)C(C)C)(C)C.[CH3:21][C@H:22]([NH:26][C:27]([O:29][C:30]([CH3:33])([CH3:32])[CH3:31])=[O:28])[C:23]([OH:25])=O.Cl.CN(C)CCCN=C=NCC.[NH2:46][CH:47]1[N:53]=[C:52]([C:54]2[CH:59]=[CH:58][CH:57]=[CH:56][CH:55]=2)[C:51]2[CH:60]=[CH:61][CH:62]=[CH:63][C:50]=2[N:49]([CH2:64][CH2:65][CH2:66][C:67]([F:70])([F:69])[F:68])[C:48]1=[O:71]. The catalyst is C1COCC1.C(Cl)Cl. The product is [C:30]([O:29][C:27]([NH:26][C@H:22]([C:23]([NH:46][CH:47]1[N:53]=[C:52]([C:54]2[CH:55]=[CH:56][CH:57]=[CH:58][CH:59]=2)[C:51]2[CH:60]=[CH:61][CH:62]=[CH:63][C:50]=2[N:49]([CH2:64][CH2:65][CH2:66][C:67]([F:69])([F:68])[F:70])[C:48]1=[O:71])=[O:25])[CH3:21])=[O:28])([CH3:33])([CH3:32])[CH3:31]. The yield is 0.830. (3) The reactants are [NH:1]1[CH:5]=[CH:4][N:3]=[CH:2]1.[H-].[Na+].Cl[CH:9]1[CH2:14][CH2:13][CH2:12][CH2:11][O:10]1.Cl.O1C=CCCC1. The catalyst is C1COCC1.CO. The product is [O:10]1[CH2:11][CH2:12][CH2:13][CH2:14][CH:9]1[N:1]1[CH:5]=[CH:4][N:3]=[CH:2]1. The yield is 0.760. (4) The reactants are [C:1]([NH:4][NH2:5])(N)=[NH:2].Cl.[CH:7]1([C:10]2[C:19]3[C:14](=[CH:15][CH:16]=[CH:17][CH:18]=3)[C:13]([N:20]=[C:21]=[S:22])=[CH:12][CH:11]=2)[CH2:9][CH2:8]1.C(N(C(C)C)CC)(C)C. The catalyst is CN(C=O)C. The product is [NH2:2][C:1]1[N:20]([C:13]2[C:14]3[C:19](=[CH:18][CH:17]=[CH:16][CH:15]=3)[C:10]([CH:7]3[CH2:9][CH2:8]3)=[CH:11][CH:12]=2)[C:21]([SH:22])=[N:5][N:4]=1. The yield is 0.490. (5) The reactants are [CH3:1][N:2]([CH2:4][CH2:5][CH2:6][OH:7])[CH3:3].[Li]CCCC.[Cl:13][C:14]1[CH:19]=[C:18]([Cl:20])[CH:17]=[C:16]([Cl:21])[C:15]=1[N:22]1[C:26]2=[N:27][C:28]([CH2:32][C:33]3[CH:38]=[CH:37][C:36]([N:39]=[C:40]=[O:41])=[CH:35][CH:34]=3)=[N:29][C:30](=[O:31])[C:25]2=[C:24]([CH:42]([CH3:44])[CH3:43])[NH:23]1.C([O-])(O)=O.[Na+]. The catalyst is C1COCC1.CCCCCC.CC(O)=O. The product is [Cl:13][C:14]1[CH:19]=[C:18]([Cl:20])[CH:17]=[C:16]([Cl:21])[C:15]=1[N:22]1[C:26]2=[N:27][C:28]([CH2:32][C:33]3[CH:38]=[CH:37][C:36]([NH:39][C:40]([O:7][CH2:6][CH2:5][CH2:4][N:2]([CH3:3])[CH3:1])=[O:41])=[CH:35][CH:34]=3)=[N:29][C:30](=[O:31])[C:25]2=[C:24]([CH:42]([CH3:44])[CH3:43])[NH:23]1. The yield is 0.660. (6) The reactants are [CH2:1]([O:8][C:9]([NH:11][C@H:12]([C:14]([NH2:16])=O)[CH3:13])=[O:10])[C:2]1[CH:7]=[CH:6][CH:5]=[CH:4][CH:3]=1.COC1C=CC(P2(SP(C3C=CC(OC)=CC=3)(=S)S2)=[S:26])=CC=1. The catalyst is C1COCC1. The product is [CH2:1]([O:8][C:9]([NH:11][C@H:12]([C:14](=[S:26])[NH2:16])[CH3:13])=[O:10])[C:2]1[CH:7]=[CH:6][CH:5]=[CH:4][CH:3]=1. The yield is 0.870.